This data is from NCI-60 drug combinations with 297,098 pairs across 59 cell lines. The task is: Regression. Given two drug SMILES strings and cell line genomic features, predict the synergy score measuring deviation from expected non-interaction effect. (1) Drug 1: C1CN(P(=O)(OC1)NCCCl)CCCl. Drug 2: CC1C(C(CC(O1)OC2CC(CC3=C2C(=C4C(=C3O)C(=O)C5=CC=CC=C5C4=O)O)(C(=O)C)O)N)O. Cell line: MALME-3M. Synergy scores: CSS=45.4, Synergy_ZIP=-3.28, Synergy_Bliss=-3.45, Synergy_Loewe=-29.6, Synergy_HSA=-2.84. (2) Drug 1: CCN(CC)CCCC(C)NC1=C2C=C(C=CC2=NC3=C1C=CC(=C3)Cl)OC. Drug 2: CC1CCCC2(C(O2)CC(NC(=O)CC(C(C(=O)C(C1O)C)(C)C)O)C(=CC3=CSC(=N3)C)C)C. Cell line: SR. Synergy scores: CSS=58.0, Synergy_ZIP=0.998, Synergy_Bliss=-0.301, Synergy_Loewe=-1.21, Synergy_HSA=0.145. (3) Synergy scores: CSS=3.97, Synergy_ZIP=-0.163, Synergy_Bliss=4.29, Synergy_Loewe=-2.85, Synergy_HSA=0.531. Cell line: NCI/ADR-RES. Drug 2: CCC(=C(C1=CC=CC=C1)C2=CC=C(C=C2)OCCN(C)C)C3=CC=CC=C3.C(C(=O)O)C(CC(=O)O)(C(=O)O)O. Drug 1: CN(CC1=CN=C2C(=N1)C(=NC(=N2)N)N)C3=CC=C(C=C3)C(=O)NC(CCC(=O)O)C(=O)O. (4) Drug 1: CC=C1C(=O)NC(C(=O)OC2CC(=O)NC(C(=O)NC(CSSCCC=C2)C(=O)N1)C(C)C)C(C)C. Drug 2: CCN(CC)CCNC(=O)C1=C(NC(=C1C)C=C2C3=C(C=CC(=C3)F)NC2=O)C. Cell line: BT-549. Synergy scores: CSS=54.6, Synergy_ZIP=3.51, Synergy_Bliss=-3.02, Synergy_Loewe=-67.8, Synergy_HSA=-3.29. (5) Drug 1: CC1=C2C(C(=O)C3(C(CC4C(C3C(C(C2(C)C)(CC1OC(=O)C(C(C5=CC=CC=C5)NC(=O)OC(C)(C)C)O)O)OC(=O)C6=CC=CC=C6)(CO4)OC(=O)C)OC)C)OC. Drug 2: C(CCl)NC(=O)N(CCCl)N=O. Cell line: HOP-62. Synergy scores: CSS=38.0, Synergy_ZIP=5.55, Synergy_Bliss=6.13, Synergy_Loewe=-24.5, Synergy_HSA=3.09. (6) Drug 1: CCC(=C(C1=CC=CC=C1)C2=CC=C(C=C2)OCCN(C)C)C3=CC=CC=C3.C(C(=O)O)C(CC(=O)O)(C(=O)O)O. Drug 2: CC=C1C(=O)NC(C(=O)OC2CC(=O)NC(C(=O)NC(CSSCCC=C2)C(=O)N1)C(C)C)C(C)C. Cell line: SK-MEL-5. Synergy scores: CSS=63.4, Synergy_ZIP=1.93, Synergy_Bliss=0.810, Synergy_Loewe=-63.8, Synergy_HSA=-0.0954. (7) Cell line: HL-60(TB). Drug 2: C1CN(CCN1C(=O)CCBr)C(=O)CCBr. Drug 1: CCN(CC)CCNC(=O)C1=C(NC(=C1C)C=C2C3=C(C=CC(=C3)F)NC2=O)C. Synergy scores: CSS=58.5, Synergy_ZIP=0.0393, Synergy_Bliss=5.07, Synergy_Loewe=3.57, Synergy_HSA=4.42. (8) Drug 1: CC1CCC2CC(C(=CC=CC=CC(CC(C(=O)C(C(C(=CC(C(=O)CC(OC(=O)C3CCCCN3C(=O)C(=O)C1(O2)O)C(C)CC4CCC(C(C4)OC)OCCO)C)C)O)OC)C)C)C)OC. Drug 2: CC(C)(C#N)C1=CC(=CC(=C1)CN2C=NC=N2)C(C)(C)C#N. Cell line: A498. Synergy scores: CSS=9.23, Synergy_ZIP=-8.06, Synergy_Bliss=-7.96, Synergy_Loewe=-5.57, Synergy_HSA=-3.76. (9) Drug 1: C1=NC2=C(N=C(N=C2N1C3C(C(C(O3)CO)O)F)Cl)N. Drug 2: CC(C)(C#N)C1=CC(=CC(=C1)CN2C=NC=N2)C(C)(C)C#N. Cell line: MCF7. Synergy scores: CSS=-2.75, Synergy_ZIP=-0.752, Synergy_Bliss=-5.60, Synergy_Loewe=-3.37, Synergy_HSA=-5.74.